This data is from Reaction yield outcomes from USPTO patents with 853,638 reactions. The task is: Predict the reaction yield, written as a fraction of the theoretical maximum amount of product (1.0 means a 100% yield; for example, 0.34 means a 34% yield). (1) The reactants are [Cl-].[Cl-].[Cl-].[Al+3].[NH:5]1[C:9]2=[N:10][CH:11]=[CH:12][CH:13]=[C:8]2[CH:7]=[CH:6]1.[Cl:14][C:15]1[N:20]=[CH:19][C:18]([C:21](Cl)=[O:22])=[CH:17][CH:16]=1.CO. The catalyst is C(Cl)Cl. The product is [Cl:14][C:15]1[N:20]=[CH:19][C:18]([C:21]([C:7]2[C:8]3[C:9](=[N:10][CH:11]=[CH:12][CH:13]=3)[NH:5][CH:6]=2)=[O:22])=[CH:17][CH:16]=1. The yield is 0.886. (2) The reactants are Br[C:2]1[CH:22]=[N:21][C:5]2[NH:6][C:7](=[O:20])[CH2:8][N:9]([CH2:11][CH2:12][CH2:13][N:14]3[CH2:19][CH2:18][O:17][CH2:16][CH2:15]3)[CH2:10][C:4]=2[CH:3]=1.[C:23]([O:27][C:28]([CH3:31])([CH3:30])[CH3:29])(=[O:26])[CH:24]=[CH2:25].C(N(C(C)C)C(C)C)C.CC1C=CC=CC=1P(C1C=CC=CC=1C)C1C=CC=CC=1C. The catalyst is C(#N)CC.CN(C=O)C.CCOCC.CC([O-])=O.CC([O-])=O.[Pd+2]. The product is [C:28]([O:27][C:23](=[O:26])/[CH:24]=[CH:25]/[C:2]1[CH:22]=[N:21][C:5]2[NH:6][C:7](=[O:20])[CH2:8][N:9]([CH2:11][CH2:12][CH2:13][N:14]3[CH2:19][CH2:18][O:17][CH2:16][CH2:15]3)[CH2:10][C:4]=2[CH:3]=1)([CH3:31])([CH3:30])[CH3:29]. The yield is 0.550.